Task: Predict the reactants needed to synthesize the given product.. Dataset: Full USPTO retrosynthesis dataset with 1.9M reactions from patents (1976-2016) (1) Given the product [Cl:1][C:2]1[CH:7]=[CH:6][C:5]([C:8]2[N:12]([CH2:13][C:14]3[CH:19]=[CH:18][CH:17]=[CH:16][C:15]=3[F:20])[C:11](=[O:21])[N:10]([CH2:22][C:23]([NH:38][CH:36]([C:26]3[C:35]4[C:30](=[CH:31][CH:32]=[CH:33][CH:34]=4)[CH:29]=[CH:28][N:27]=3)[CH3:37])=[O:25])[N:9]=2)=[CH:4][CH:3]=1, predict the reactants needed to synthesize it. The reactants are: [Cl:1][C:2]1[CH:7]=[CH:6][C:5]([C:8]2[N:12]([CH2:13][C:14]3[CH:19]=[CH:18][CH:17]=[CH:16][C:15]=3[F:20])[C:11](=[O:21])[N:10]([CH2:22][C:23]([OH:25])=O)[N:9]=2)=[CH:4][CH:3]=1.[C:26]1([CH:36]([NH2:38])[CH3:37])[C:35]2[C:30](=[CH:31][CH:32]=[CH:33][CH:34]=2)[CH:29]=[CH:28][N:27]=1. (2) Given the product [CH3:19][NH:18][CH:15]1[CH2:16][CH2:17][C:12]([C:5]2[C:6]3=[N:7][CH:8]=[CH:9][CH:10]=[C:11]3[NH:3][CH:4]=2)=[CH:13][CH2:14]1, predict the reactants needed to synthesize it. The reactants are: [AlH4-].[Li+].[NH:3]1[C:11]2[C:6](=[N:7][CH:8]=[CH:9][CH:10]=2)[C:5]([C:12]2[CH2:17][CH2:16][CH:15]([NH:18][C:19](=O)OC(C)(C)C)[CH2:14][CH:13]=2)=[CH:4]1. (3) The reactants are: [C:1]1([CH:7]2[N:12]([S:13]([C:16]3[CH:21]=[CH:20][C:19]([CH3:22])=[CH:18][CH:17]=3)(=[O:15])=[O:14])[CH2:11][CH:10]3[C:8]2(C(O)=O)[CH2:9]3)[CH:6]=[CH:5][CH:4]=[CH:3][CH:2]=1.C([N:28]([CH2:31]C)CC)C.C1(P(N=[N+]=[N-])(C2C=CC=CC=2)=[O:40])C=CC=CC=1.[C:50]([OH:54])([CH3:53])([CH3:52])[CH3:51]. Given the product [C:50]([O:54][C:31](=[O:40])[NH:28][C:8]12[CH2:9][CH:10]1[CH2:11][N:12]([S:13]([C:16]1[CH:21]=[CH:20][C:19]([CH3:22])=[CH:18][CH:17]=1)(=[O:14])=[O:15])[CH:7]2[C:1]1[CH:6]=[CH:5][CH:4]=[CH:3][CH:2]=1)([CH3:53])([CH3:52])[CH3:51], predict the reactants needed to synthesize it. (4) Given the product [C:1]([O:5][C:6]([N:8]([CH2:10][C:11]1[CH:12]=[C:13]([C:32]2[CH2:37][CH2:36][CH2:35][CH2:34][CH:33]=2)[N:14]([S:16]([C:19]2[CH:20]=[C:21]([CH:29]=[CH:30][CH:31]=2)[O:22][CH2:23][C:24]([OH:26])=[O:25])(=[O:18])=[O:17])[CH:15]=1)[CH3:9])=[O:7])([CH3:4])([CH3:2])[CH3:3], predict the reactants needed to synthesize it. The reactants are: [C:1]([O:5][C:6]([N:8]([CH2:10][C:11]1[CH:12]=[C:13]([C:32]2[CH2:37][CH2:36][CH2:35][CH2:34][CH:33]=2)[N:14]([S:16]([C:19]2[CH:20]=[C:21]([CH:29]=[CH:30][CH:31]=2)[O:22][CH2:23][C:24]([O:26]CC)=[O:25])(=[O:18])=[O:17])[CH:15]=1)[CH3:9])=[O:7])([CH3:4])([CH3:3])[CH3:2].[OH-].[Li+].O1CCCC1. (5) Given the product [Si:32]([O:39][C:40]1[CH:45]=[CH:44][C:43]([C:46]2[C:51]([CH3:52])=[CH:50][CH:49]=[CH:48][C:47]=2[CH3:53])=[CH:42][C:41]=1[CH2:54][O:55][C:59]1[CH:58]=[CH:57][CH:64]=[CH:63][C:60]=1[CH:61]=[O:62])([C:35]([CH3:38])([CH3:37])[CH3:36])([CH3:34])[CH3:33], predict the reactants needed to synthesize it. The reactants are: C(P(CCCC)CCCC)CCC.N(C(N1CCCCC1)=O)=NC(N1CCCCC1)=O.[Si:32]([O:39][C:40]1[CH:45]=[CH:44][C:43]([C:46]2[C:51]([CH3:52])=[CH:50][CH:49]=[CH:48][C:47]=2[CH3:53])=[CH:42][C:41]=1[CH2:54][OH:55])([C:35]([CH3:38])([CH3:37])[CH3:36])([CH3:34])[CH3:33].O[C:57]1[CH:64]=[CH:63][C:60]([CH:61]=[O:62])=[CH:59][CH:58]=1. (6) Given the product [F:78][C:72]1[C:73]([F:77])=[CH:74][CH:75]=[CH:76][C:71]=1[CH2:70][S:69][C:64]1[N:63]=[C:62]([O:61][C@H:59]([CH3:60])[C:58]([O:57][CH2:55][CH3:56])=[O:79])[CH:67]=[C:66]([NH:14][S:11]([N:5]2[CH2:6][CH2:7][CH:8]3[N:2]([CH3:1])[CH:3]([CH2:10][CH2:9]3)[CH2:4]2)(=[O:13])=[O:12])[N:65]=1, predict the reactants needed to synthesize it. The reactants are: [CH3:1][N:2]1[CH:8]2[CH2:9][CH2:10][CH:3]1[CH2:4][N:5]([S:11]([NH2:14])(=[O:13])=[O:12])[CH2:6][CH2:7]2.C1(P(C2CCCCC2)C2C=CC=CC=2C2C(C(C)C)=CC(C(C)C)=CC=2C(C)C)CCCCC1.C(=O)([O-])[O-].[Cs+].[Cs+].[CH2:55]([O:57][C:58](=[O:79])[C@H:59]([O:61][C:62]1[CH:67]=[C:66](Cl)[N:65]=[C:64]([S:69][CH2:70][C:71]2[CH:76]=[CH:75][CH:74]=[C:73]([F:77])[C:72]=2[F:78])[N:63]=1)[CH3:60])[CH3:56]. (7) Given the product [O:22]1[C:21]2[CH:25]=[CH:26][C:18](/[CH:17]=[CH:16]/[C:15]([NH:14][C:10]3[CH:9]=[C:8](/[CH:7]=[CH:6]/[C:5]([OH:28])=[O:4])[CH:13]=[CH:12][CH:11]=3)=[O:27])=[CH:19][C:20]=2[O:24][CH2:23]1, predict the reactants needed to synthesize it. The reactants are: [OH-].[Na+].C[O:4][C:5](=[O:28])/[CH:6]=[CH:7]/[C:8]1[CH:13]=[CH:12][CH:11]=[C:10]([NH:14][C:15](=[O:27])/[CH:16]=[CH:17]/[C:18]2[CH:26]=[CH:25][C:21]3[O:22][CH2:23][O:24][C:20]=3[CH:19]=2)[CH:9]=1. (8) Given the product [OH:8][C@@H:9]([CH2:46][O:47][CH3:48])[CH2:10][O:11][C:12]1[C:16]([CH3:17])=[C:15]([NH:18][C:19]([NH:21][C@H:22]2[C@H:26]([C:27]3[CH:28]=[C:29]([F:35])[C:30]([F:34])=[C:31]([F:33])[CH:32]=3)[CH2:25][N:24]([CH2:36][CH2:37][O:38][CH3:39])[CH2:23]2)=[O:20])[N:14]([C:40]2[CH:41]=[CH:42][CH:43]=[CH:44][CH:45]=2)[N:13]=1, predict the reactants needed to synthesize it. The reactants are: [Si]([O:8][C@@H:9]([CH2:46][O:47][CH3:48])[CH2:10][O:11][C:12]1[C:16]([CH3:17])=[C:15]([NH:18][C:19]([NH:21][C@H:22]2[C@H:26]([C:27]3[CH:32]=[C:31]([F:33])[C:30]([F:34])=[C:29]([F:35])[CH:28]=3)[CH2:25][N:24]([CH2:36][CH2:37][O:38][CH3:39])[CH2:23]2)=[O:20])[N:14]([C:40]2[CH:45]=[CH:44][CH:43]=[CH:42][CH:41]=2)[N:13]=1)(C(C)(C)C)(C)C.Cl.